Dataset: Catalyst prediction with 721,799 reactions and 888 catalyst types from USPTO. Task: Predict which catalyst facilitates the given reaction. (1) Reactant: C[O:2][C:3]([C:5]1[C:9]([NH:10][C:11]([C:13]2[CH:18]=[CH:17][CH:16]=[C:15]([C:19]3[CH:20]=[N:21][N:22]([CH2:24][CH2:25][CH2:26][S:27][CH2:28][CH2:29][NH2:30])[CH:23]=3)[N:14]=2)=[O:12])=[CH:8][N:7]([CH:31]2[CH2:36][CH2:35][O:34][CH2:33][CH2:32]2)[N:6]=1)=[O:4].O.[OH-].[Li+:39]. Product: [NH2:30][CH2:29][CH2:28][S:27][CH2:26][CH2:25][CH2:24][N:22]1[CH:23]=[C:19]([C:15]2[N:14]=[C:13]([C:11]([NH:10][C:9]3[C:5]([C:3]([O-:4])=[O:2])=[N:6][N:7]([CH:31]4[CH2:32][CH2:33][O:34][CH2:35][CH2:36]4)[CH:8]=3)=[O:12])[CH:18]=[CH:17][CH:16]=2)[CH:20]=[N:21]1.[Li+:39]. The catalyst class is: 20. (2) Reactant: [Cl:1][C:2]1[CH:3]=[C:4]([CH:18]=[C:19]([Cl:21])[CH:20]=1)[CH2:5][NH:6][C:7]1[CH:12]=[C:11](F)[CH:10]=[CH:9][C:8]=1[S:14]([CH3:17])(=[O:16])=[O:15].[N:22]1([C:28]([O:30][C:31]([CH3:34])([CH3:33])[CH3:32])=[O:29])[CH2:27][CH2:26][NH:25][CH2:24][CH2:23]1.C(N(CC)C(C)C)(C)C. Product: [Cl:1][C:2]1[CH:3]=[C:4]([CH:18]=[C:19]([Cl:21])[CH:20]=1)[CH2:5][NH:6][C:7]1[CH:12]=[C:11]([N:25]2[CH2:24][CH2:23][N:22]([C:28]([O:30][C:31]([CH3:34])([CH3:33])[CH3:32])=[O:29])[CH2:27][CH2:26]2)[CH:10]=[CH:9][C:8]=1[S:14]([CH3:17])(=[O:16])=[O:15]. The catalyst class is: 10. (3) Reactant: [Br:1][C:2]1[CH:7]=[CH:6][C:5](Br)=[CH:4][N:3]=1.[Li]CCCC.[C:14](OCC)(=[O:20])[C:15]([O:17][CH2:18][CH3:19])=[O:16]. Product: [Br:1][C:2]1[N:3]=[CH:4][C:5]([C:14](=[O:20])[C:15]([O:17][CH2:18][CH3:19])=[O:16])=[CH:6][CH:7]=1. The catalyst class is: 28. (4) Reactant: [CH:1]1([N:4]([CH3:22])[C:5]2[C:6]3[C:17]4[CH2:18][CH2:19][CH2:20][CH2:21][C:16]=4[S:15][C:7]=3[N:8]=[C:9]([CH2:11][C:12](O)=[O:13])[N:10]=2)[CH2:3][CH2:2]1.C1C=CC2N(O)N=NC=2C=1.C[CH2:34][N:35]=[C:36]=NCCCN(C)C.Cl. Product: [CH:1]1([N:4]([CH3:22])[C:5]2[C:6]3[C:17]4[CH2:18][CH2:19][CH2:20][CH2:21][C:16]=4[S:15][C:7]=3[N:8]=[C:9]([CH2:11][C:12]([N:35]([CH3:36])[CH3:34])=[O:13])[N:10]=2)[CH2:2][CH2:3]1. The catalyst class is: 20. (5) Reactant: [F:1][C:2]1[C:13]([F:14])=[CH:12][C:5]2[O:6][CH:7]([CH2:10][OH:11])[CH2:8][O:9][C:4]=2[CH:3]=1.[C:15]1([CH3:25])[CH:20]=[CH:19][C:18]([S:21](Cl)(=[O:23])=[O:22])=[CH:17][CH:16]=1.O.Cl. Product: [CH3:25][C:15]1[CH:20]=[CH:19][C:18]([S:21]([O:11][CH2:10][CH:7]2[O:6][C:5]3[CH:12]=[C:13]([F:14])[C:2]([F:1])=[CH:3][C:4]=3[O:9][CH2:8]2)(=[O:23])=[O:22])=[CH:17][CH:16]=1. The catalyst class is: 2. (6) Reactant: N1C2OCCOC=2C=NC=1CNC12CCC([C@H](O)C[C:23]3[C:32]4[C:27](=[CH:28][CH:29]=[C:30]([O:33][CH3:34])[N:31]=4)[N:26]=[CH:25][C:24]=3[F:35])(CC1)OC2.[CH:37]([N-]C(C)C)(C)C.[Li+].[C:45]([C:48]12[CH2:55][CH2:54][C:51]([NH:56][C:57](=[O:63])[O:58][C:59]([CH3:62])([CH3:61])[CH3:60])([CH2:52][CH2:53]1)[CH2:50][O:49]2)(=[O:47])[CH3:46]. Product: [F:35][C:24]1[CH:25]=[N:26][C:27]2[C:32]([C:23]=1[CH2:46][C:45]([C:48]13[CH2:55][CH2:54][C:51]([NH:56][C:57](=[O:63])[O:58][C:59]([CH3:62])([CH3:61])[CH3:60])([CH2:52][CH2:53]1)[CH2:50][O:49]3)([OH:47])[CH3:37])=[N:31][C:30]([O:33][CH3:34])=[CH:29][CH:28]=2. The catalyst class is: 7. (7) Reactant: [N:1]1[CH:6]=[CH:5][C:4]([C:7]2[CH:15]=[CH:14][C:10]([C:11]([OH:13])=O)=[CH:9][CH:8]=2)=[CH:3][CH:2]=1.[CH3:16][O:17][C:18]1[CH:19]=[C:20]([C@@H:24]([NH2:26])[CH3:25])[CH:21]=[CH:22][CH:23]=1.CCN(C(C)C)C(C)C.F[B-](F)(F)F.N1(OC(N(C)C)=[N+](C)C)C2C=CC=CC=2N=N1. Product: [CH3:16][O:17][C:18]1[CH:19]=[C:20]([C@@H:24]([NH:26][C:11](=[O:13])[C:10]2[CH:9]=[CH:8][C:7]([C:4]3[CH:3]=[CH:2][N:1]=[CH:6][CH:5]=3)=[CH:15][CH:14]=2)[CH3:25])[CH:21]=[CH:22][CH:23]=1. The catalyst class is: 31. (8) Reactant: Br[C:2]1[C:10]([Cl:11])=[CH:9][C:5]2[N:6]=[CH:7][S:8][C:4]=2[CH:3]=1.[B:12]1([B:12]2[O:16][C:15]([CH3:18])([CH3:17])[C:14]([CH3:20])([CH3:19])[O:13]2)[O:16][C:15]([CH3:18])([CH3:17])[C:14]([CH3:20])([CH3:19])[O:13]1.C([O-])(=O)C.[K+].CC(=O)OCC.[Cl-].[Na+].O. Product: [Cl:11][C:10]1[C:2]([B:12]2[O:16][C:15]([CH3:18])([CH3:17])[C:14]([CH3:20])([CH3:19])[O:13]2)=[CH:3][C:4]2[S:8][CH:7]=[N:6][C:5]=2[CH:9]=1. The catalyst class is: 12. (9) Reactant: [CH2:1]([N:8]1[CH2:12][CH:11]2[CH:13]([OH:28])[N:14]([C:17]3[CH:22]=[CH:21][C:20]([O:23][C:24]([F:27])([F:26])[F:25])=[CH:19][CH:18]=3)[C:15](=O)[CH:10]2[CH2:9]1)[C:2]1[CH:7]=[CH:6][CH:5]=[CH:4][CH:3]=1.[BH3-]C#N.[Na+]. Product: [CH2:1]([N:8]1[CH2:9][CH:10]2[CH2:15][N:14]([C:17]3[CH:22]=[CH:21][C:20]([O:23][C:24]([F:27])([F:25])[F:26])=[CH:19][CH:18]=3)[C:13](=[O:28])[CH:11]2[CH2:12]1)[C:2]1[CH:3]=[CH:4][CH:5]=[CH:6][CH:7]=1. The catalyst class is: 55. (10) Reactant: [SH:1][C:2]1[CH:9]=[C:8]([O:10][CH3:11])[CH:7]=[CH:6][C:3]=1[C:4]#[N:5].[CH2:12](Br)[C:13]1[CH:18]=[CH:17][CH:16]=[CH:15][CH:14]=1.C([O-])([O-])=O.[K+].[K+]. Product: [CH2:12]([S:1][C:2]1[CH:9]=[C:8]([O:10][CH3:11])[CH:7]=[CH:6][C:3]=1[C:4]#[N:5])[C:13]1[CH:18]=[CH:17][CH:16]=[CH:15][CH:14]=1. The catalyst class is: 3.